Dataset: Full USPTO retrosynthesis dataset with 1.9M reactions from patents (1976-2016). Task: Predict the reactants needed to synthesize the given product. (1) Given the product [F:23][C:3]1[CH:4]=[C:5]([CH:21]=[CH:22][C:2]=1[B:24]1[O:28][C:27]([CH3:30])([CH3:29])[C:26]([CH3:32])([CH3:31])[O:25]1)[O:6][CH2:7][C@H:8]1[CH2:13][CH2:12][C@H:11]([O:14][CH:15]2[CH2:20][CH2:19][CH2:18][CH2:17][O:16]2)[CH2:10][CH2:9]1, predict the reactants needed to synthesize it. The reactants are: Br[C:2]1[CH:22]=[CH:21][C:5]([O:6][CH2:7][C@H:8]2[CH2:13][CH2:12][C@H:11]([O:14][CH:15]3[CH2:20][CH2:19][CH2:18][CH2:17][O:16]3)[CH2:10][CH2:9]2)=[CH:4][C:3]=1[F:23].[B:24]1([B:24]2[O:28][C:27]([CH3:30])([CH3:29])[C:26]([CH3:32])([CH3:31])[O:25]2)[O:28][C:27]([CH3:30])([CH3:29])[C:26]([CH3:32])([CH3:31])[O:25]1.CC1(C)C(C)(C)OB(C2C=CC(OC[C@@H]3CC[C@H](OC4CCCCO4)CC3)=CC=2)O1. (2) Given the product [CH2:1]([NH:8][C:9]1[N:14]2[N:15]=[CH:16][C:17]([C:18]([NH:42][S:39]([CH3:38])(=[O:41])=[O:40])=[O:19])=[C:13]2[N:12]=[CH:11][C:10]=1[C:21]([N:23]1[CH2:28][CH2:27][C:26]2([C:32]3[CH:33]=[CH:34][C:35]([F:37])=[CH:36][C:31]=3[O:30][CH2:29]2)[CH2:25][CH2:24]1)=[O:22])[C:2]1[CH:7]=[CH:6][CH:5]=[CH:4][CH:3]=1, predict the reactants needed to synthesize it. The reactants are: [CH2:1]([NH:8][C:9]1[N:14]2[N:15]=[CH:16][C:17]([C:18](O)=[O:19])=[C:13]2[N:12]=[CH:11][C:10]=1[C:21]([N:23]1[CH2:28][CH2:27][C:26]2([C:32]3[CH:33]=[CH:34][C:35]([F:37])=[CH:36][C:31]=3[O:30][CH2:29]2)[CH2:25][CH2:24]1)=[O:22])[C:2]1[CH:7]=[CH:6][CH:5]=[CH:4][CH:3]=1.[CH3:38][S:39]([NH2:42])(=[O:41])=[O:40]. (3) Given the product [Cl:1][C:2]1[CH:3]=[CH:4][C:5]([N:8]2[C:17](=[O:18])[C:16]3[C:11](=[CH:12][CH:13]=[CH:14][CH:15]=3)[N:10]=[C:9]2[C:19]2[CH:20]=[C:21]3[C:22](=[CH:23][CH:24]=2)[NH:30][CH:29]=[CH:28]3)=[CH:6][CH:7]=1, predict the reactants needed to synthesize it. The reactants are: [Cl:1][C:2]1[CH:7]=[CH:6][C:5]([N:8]2[C:17](=[O:18])[C:16]3[C:11](=[CH:12][CH:13]=[CH:14][CH:15]=3)[N:10]=[C:9]2[C:19]2[CH:24]=[CH:23][C:22]([N+]([O-])=O)=[C:21](/[CH:28]=[CH:29]/[N:30](C)C)[CH:20]=2)=[CH:4][CH:3]=1.[OH-].[Na+]. (4) Given the product [CH3:57][O:58][C:59](=[O:60])[NH:61][C@H:62]([C:66]1[CH:71]=[CH:70][CH:69]=[CH:68][CH:67]=1)[C:63]([N:45]1[CH2:46][CH2:47][CH2:48][C@H:44]1[C:42]1[NH:43][C:39]([C:34]2[CH:35]=[C:36]3[CH2:37][O:38][C:25]4[CH:24]=[C:23]5[C:28]([CH:29]=[CH:30][C:20]6[N:19]=[C:18]([C@@H:13]7[CH2:14][C@H:15]([CH2:73][O:74][CH3:75])[CH2:16][N:12]7[C:10](=[O:11])[C@@H:6]([NH:5][C:3]([O:2][CH3:1])=[O:4])[CH:7]([CH3:8])[CH3:9])[NH:22][C:21]=65)=[CH:27][C:26]=4[C:31]3=[CH:32][CH:33]=2)=[CH:40][N:41]=1)=[O:65], predict the reactants needed to synthesize it. The reactants are: [CH3:1][O:2][C:3]([NH:5][C@H:6]([C:10]([N:12]1[CH2:16][C@@H:15](C)[CH2:14][C@H:13]1[C:18]1[NH:22][C:21]2[C:23]3[C:28]([CH:29]=[CH:30][C:20]=2[N:19]=1)=[CH:27][C:26]1[C:31]2[C:36]([CH2:37][O:38][C:25]=1[CH:24]=3)=[CH:35][C:34]([C:39]1[NH:43][C:42]([C@@H:44]3[CH2:48][CH2:47][CH2:46][N:45]3C(OC(C)(C)C)=O)=[N:41][CH:40]=1)=[CH:33][CH:32]=2)=[O:11])[CH:7]([CH3:9])[CH3:8])=[O:4].Cl.[CH3:57][O:58][C:59]([NH:61][C@H:62]([C:66]1[CH:71]=[CH:70][CH:69]=[CH:68][CH:67]=1)[C:63]([OH:65])=O)=[O:60].C[CH2:73][O:74][C:75](C(C#N)=NOC(N1CCOCC1)=[N+](C)C)=O.F[P-](F)(F)(F)(F)F.C(N(C(C)C)CC)(C)C. (5) Given the product [F:1][C:2]1[CH:7]=[CH:6][C:5]([S:8]([NH:23][C:22]2[CH:24]=[CH:25][C:19]([F:18])=[CH:20][CH:21]=2)(=[O:10])=[O:9])=[CH:4][CH:3]=1, predict the reactants needed to synthesize it. The reactants are: [F:1][C:2]1[CH:7]=[CH:6][C:5]([S:8](Cl)(=[O:10])=[O:9])=[CH:4][CH:3]=1.N1C=CC=CC=1.[F:18][C:19]1[CH:25]=[CH:24][C:22]([NH2:23])=[CH:21][CH:20]=1. (6) Given the product [C:11]([CH:2]1[CH2:3][CH2:4][C:5]2[C:10](=[CH:9][CH:8]=[C:7]([S:15]([Cl:14])(=[O:17])=[O:16])[CH:6]=2)[O:1]1)(=[O:12])[NH2:13], predict the reactants needed to synthesize it. The reactants are: [O:1]1[C:10]2[C:5](=[CH:6][CH:7]=[CH:8][CH:9]=2)[CH2:4][CH2:3][CH:2]1[C:11]([NH2:13])=[O:12].[Cl:14][S:15](O)(=[O:17])=[O:16].